From a dataset of Catalyst prediction with 721,799 reactions and 888 catalyst types from USPTO. Predict which catalyst facilitates the given reaction. (1) Reactant: [Cl:1][C:2]1[S:3][CH:4]=[C:5]([C:7]([OH:9])=O)[N:6]=1.[N:10]1[CH:15]=[CH:14][C:13]([NH2:16])=[CH:12][N:11]=1.[CH2:17](N(CC)CC)C.F[P-](F)(F)(F)(F)F.N1(O[P+](N2CCCC2)(N2CCCC2)N2CCCC2)C2C=CC=CC=2N=N1. Product: [CH3:17][N:16]([C:13]1[CH:14]=[CH:15][N:10]=[N:11][CH:12]=1)[C:7]([C:5]1[N:6]=[C:2]([Cl:1])[S:3][CH:4]=1)=[O:9]. The catalyst class is: 391. (2) Reactant: [C:1]([C:3]1[CH:8]=[CH:7][C:6]([C:9]2[CH:10]=[N:11][N:12]([C:23]3[CH:32]=[C:31]([CH3:33])[C:26]([C:27]([O:29]C)=[O:28])=[CH:25][N:24]=3)[C:13]=2[O:14]COCC[Si](C)(C)C)=[CH:5][CH:4]=1)#[N:2].CO.[Li+].[OH-]. Product: [C:1]([C:3]1[CH:4]=[CH:5][C:6]([C:9]2[CH:10]=[N:11][N:12]([C:23]3[CH:32]=[C:31]([CH3:33])[C:26]([C:27]([OH:29])=[O:28])=[CH:25][N:24]=3)[C:13]=2[OH:14])=[CH:7][CH:8]=1)#[N:2]. The catalyst class is: 6. (3) Reactant: Cl[CH:2]([C@H:8]([OH:16])[CH2:9][C:10]1[CH:15]=[CH:14][CH:13]=[CH:12][CH:11]=1)[C:3]([O:5]CC)=[O:4].[O-]CC.[Na+].C(O)C. Product: [CH2:9]([C@H:8]1[O:16][C@@H:2]1[C:3]([OH:5])=[O:4])[C:10]1[CH:11]=[CH:12][CH:13]=[CH:14][CH:15]=1. The catalyst class is: 8. (4) The catalyst class is: 15. Reactant: [Cr](O[Cr]([O-])(=O)=O)([O-])(=O)=O.[K+].[K+].C(N[C:18]1[CH:27]=[C:26]([NH:28][C:29](=[O:33])[CH2:30][CH2:31][CH3:32])[C:25]([O:34]C(=O)CCC)=[C:24]2[C:19]=1[CH:20]=[CH:21][C:22]([CH3:40])=[N:23]2)(=O)CCC.[OH2:41]. Product: [C:29]([NH:28][C:26]1[C:25](=[O:34])[C:24]2[N:23]=[C:22]([CH3:40])[CH:21]=[CH:20][C:19]=2[C:18](=[O:41])[CH:27]=1)(=[O:33])[CH2:30][CH2:31][CH3:32].